This data is from Catalyst prediction with 721,799 reactions and 888 catalyst types from USPTO. The task is: Predict which catalyst facilitates the given reaction. (1) Reactant: [CH:1]1([CH2:4][N:5]2[C:9]3[CH:10]=[CH:11][C:12]([S:14]([CH3:17])(=[O:16])=[O:15])=[CH:13][C:8]=3[N:7]=[C:6]2[CH2:18][C:19]([CH3:22])([CH3:21])[CH3:20])[CH2:3][CH2:2]1.C[Si]([N-][Si](C)(C)C)(C)C.[Li+].[CH3:33][C:34]([CH3:36])=[O:35]. Product: [CH:1]1([CH2:4][N:5]2[C:9]3[CH:10]=[CH:11][C:12]([S:14]([CH2:17][C:34]([CH3:36])([OH:35])[CH3:33])(=[O:15])=[O:16])=[CH:13][C:8]=3[N:7]=[C:6]2[CH2:18][C:19]([CH3:22])([CH3:21])[CH3:20])[CH2:2][CH2:3]1. The catalyst class is: 7. (2) Reactant: [N:1]([CH2:4][CH:5]([NH:9][C:10](=[O:19])[O:11][CH2:12][C:13]1[CH:18]=[CH:17][CH:16]=[CH:15][CH:14]=1)[CH:6]([CH3:8])[CH3:7])=[N+]=[N-].C1(P(C2C=CC=CC=2)C2C=CC=CC=2)C=CC=CC=1.O.C(OCC)(=O)C. Product: [NH2:1][CH2:4][CH:5]([NH:9][C:10](=[O:19])[O:11][CH2:12][C:13]1[CH:18]=[CH:17][CH:16]=[CH:15][CH:14]=1)[CH:6]([CH3:8])[CH3:7]. The catalyst class is: 1. (3) Reactant: CO[C:3](=[O:18])[C:4]([C:6]1[CH:7]=[CH:8][C:9]([O:16][CH3:17])=[C:10]2[C:14]=1[N:13]([CH3:15])[CH:12]=[CH:11]2)=O.[NH:19]1[C:27]2[C:22](=[CH:23][CH:24]=[CH:25][CH:26]=2)[C:21]([CH2:28][C:29]([NH2:31])=[O:30])=[CH:20]1.CC(C)([O-])C.[K+].C1COCC1. Product: [NH:19]1[C:27]2[C:22](=[CH:23][CH:24]=[CH:25][CH:26]=2)[C:21]([C:28]2[C:29](=[O:30])[NH:31][C:3](=[O:18])[C:4]=2[C:6]2[CH:7]=[CH:8][C:9]([O:16][CH3:17])=[C:10]3[C:14]=2[N:13]([CH3:15])[CH:12]=[CH:11]3)=[CH:20]1. The catalyst class is: 3. (4) Reactant: [C:1]([O:5][C:6]([N:8]1[CH2:13][CH2:12][CH:11]([N:14]2[CH:18]=[C:17]([C:19]3[CH:24]=[CH:23][N:22]=[CH:21][CH:20]=3)[C:16]([C:25]3[CH:30]=[CH:29][CH:28]=[C:27]([N+:31]([O-])=O)[CH:26]=3)=[N:15]2)[CH2:10][CH2:9]1)=[O:7])([CH3:4])([CH3:3])[CH3:2]. Product: [C:1]([O:5][C:6]([N:8]1[CH2:9][CH2:10][CH:11]([N:14]2[CH:18]=[C:17]([C:19]3[CH:24]=[CH:23][N:22]=[CH:21][CH:20]=3)[C:16]([C:25]3[CH:30]=[CH:29][CH:28]=[C:27]([NH2:31])[CH:26]=3)=[N:15]2)[CH2:12][CH2:13]1)=[O:7])([CH3:4])([CH3:2])[CH3:3]. The catalyst class is: 5. (5) Reactant: [CH:1]1([C@@H:5]([NH2:7])[CH3:6])[CH2:4][CH2:3][CH2:2]1.[CH:8](=O)[C:9]1[CH:14]=[CH:13][CH:12]=[CH:11][CH:10]=1.[BH-](OC(C)=O)(OC(C)=O)OC(C)=O.[Na+]. Product: [CH2:8]([NH:7][C@@H:5]([CH:1]1[CH2:4][CH2:3][CH2:2]1)[CH3:6])[C:9]1[CH:14]=[CH:13][CH:12]=[CH:11][CH:10]=1. The catalyst class is: 5.